Dataset: Forward reaction prediction with 1.9M reactions from USPTO patents (1976-2016). Task: Predict the product of the given reaction. (1) The product is: [O:1]1[CH:5]=[CH:4][CH:3]=[C:2]1[C:6]1[NH:36][C:34](=[S:35])[C:33]([C:31]#[N:32])=[C:8]([C:10]2[S:11][CH:12]=[CH:13][CH:14]=2)[CH:7]=1. Given the reactants [O:1]1[CH:5]=[CH:4][CH:3]=[C:2]1/[CH:6]=[CH:7]/[C:8]([C:10]1[S:11][CH:12]=[CH:13][CH:14]=1)=O.C1(C=CC(C2C=CC=CC=2)=O)C=CC=CC=1.[C:31]([CH2:33][C:34]([NH2:36])=[S:35])#[N:32], predict the reaction product. (2) Given the reactants [NH2:1][C:2]1[CH:3]=[C:4]([C:9]2[C:17]3[C:16]([NH:18][C@H:19]([C:21]4[N:26]([C:27]5[CH:32]=[CH:31][CH:30]=[CH:29][CH:28]=5)[C:25](=[O:33])[C:24]5=[C:34]([CH3:37])[CH:35]=[CH:36][N:23]5[N:22]=4)[CH3:20])=[N:15][CH:14]=[N:13][C:12]=3[N:11]([CH2:38][O:39][CH2:40][CH2:41][Si:42]([CH3:45])([CH3:44])[CH3:43])[CH:10]=2)[CH:5]=[C:6]([OH:8])[CH:7]=1.[N-:46]=[C:47]=[O:48].[K+], predict the reaction product. The product is: [OH:8][C:6]1[CH:7]=[C:2]([NH:1][C:47]([NH2:46])=[O:48])[CH:3]=[C:4]([C:9]2[C:17]3[C:16]([NH:18][C@H:19]([C:21]4[N:26]([C:27]5[CH:32]=[CH:31][CH:30]=[CH:29][CH:28]=5)[C:25](=[O:33])[C:24]5=[C:34]([CH3:37])[CH:35]=[CH:36][N:23]5[N:22]=4)[CH3:20])=[N:15][CH:14]=[N:13][C:12]=3[N:11]([CH2:38][O:39][CH2:40][CH2:41][Si:42]([CH3:43])([CH3:45])[CH3:44])[CH:10]=2)[CH:5]=1. (3) Given the reactants [C:1]1([P:7]([C:14]2[CH:19]=[CH:18][CH:17]=[CH:16][CH:15]=2)[C:8]2[CH:13]=[CH:12][CH:11]=[CH:10][CH:9]=2)[CH:6]=[CH:5][CH:4]=[CH:3][CH:2]=1.Br.[Br:21][CH2:22][C:23]([C:25]1[CH:30]=[CH:29][N:28]=[CH:27][CH:26]=1)=[O:24].C(N(CC)CC)C, predict the reaction product. The product is: [Br-:21].[O:24]=[C:23]([C:25]1[CH:30]=[CH:29][N:28]=[CH:27][CH:26]=1)[CH2:22][P+:7]([C:1]1[CH:2]=[CH:3][CH:4]=[CH:5][CH:6]=1)([C:8]1[CH:13]=[CH:12][CH:11]=[CH:10][CH:9]=1)[C:14]1[CH:15]=[CH:16][CH:17]=[CH:18][CH:19]=1. (4) Given the reactants [CH2:1]([NH2:4])[CH2:2][CH3:3].[CH3:5][O:6][C:7]1[CH:8]=[C:9]2[C:14](=[CH:15][C:16]=1[O:17][CH3:18])[N:13]=[CH:12][N:11]=[C:10]2[O:19][C:20]1[C:21]([F:42])=[C:22]2[C:26](=[CH:27][CH:28]=1)[N:25]([C:29]([O:31]C1C=CC([N+]([O-])=O)=CC=1)=O)[C:24]([CH3:41])=[CH:23]2, predict the reaction product. The product is: [CH3:5][O:6][C:7]1[CH:8]=[C:9]2[C:14](=[CH:15][C:16]=1[O:17][CH3:18])[N:13]=[CH:12][N:11]=[C:10]2[O:19][C:20]1[C:21]([F:42])=[C:22]2[C:26](=[CH:27][CH:28]=1)[N:25]([C:29]([NH:4][CH2:1][CH2:2][CH3:3])=[O:31])[C:24]([CH3:41])=[CH:23]2. (5) Given the reactants [NH2:1][C:2]1[N:7]=[CH:6][C:5]([C:8]2[CH:9]=[C:10]3[C:15](=[C:16]([NH:18][C:19]([CH3:22])([CH3:21])[CH3:20])[N:17]=2)[C:14](=[O:23])[NH:13][CH:12]=[CH:11]3)=[CH:4][N:3]=1.I[CH:25]1[CH2:28][O:27][CH2:26]1.C([O-])([O-])=O.[Cs+].[Cs+], predict the reaction product. The product is: [NH2:1][C:2]1[N:7]=[CH:6][C:5]([C:8]2[CH:9]=[C:10]3[C:15](=[C:16]([NH:18][C:19]([CH3:20])([CH3:22])[CH3:21])[N:17]=2)[C:14](=[O:23])[N:13]([CH:25]2[CH2:28][O:27][CH2:26]2)[CH:12]=[CH:11]3)=[CH:4][N:3]=1. (6) Given the reactants O[CH2:2][C:3]1[CH:8]=[C:7]([CH3:9])[CH:6]=[C:5](CO)[C:4]=1[OH:12].S(Cl)([Cl:15])=O.O.[OH-].[Na+].Cl[CH2:21][Cl:22], predict the reaction product. The product is: [Cl:15][CH2:2][C:3]1[CH:8]=[C:7]([CH3:9])[CH:6]=[C:5]([CH2:21][Cl:22])[C:4]=1[OH:12]. (7) Given the reactants FC(C1C=CC=CC=1N1C2NCNC=2C(C(N)=[O:21])=NC1)(F)F.[NH2:23]/[C:24](/[C:40]#[N:41])=[C:25](\[NH:28][C:29]([NH:31][C:32]1[CH:37]=[CH:36][CH:35]=[CH:34][C:33]=1[O:38][CH3:39])=[O:30])/[C:26]#[N:27].[F:42][C:43]([F:54])([F:53])[O:44][C:45]1[CH:46]=[C:47]([CH:50]=[CH:51][CH:52]=1)[CH:48]=O, predict the reaction product. The product is: [CH3:39][O:38][C:33]1[CH:34]=[CH:35][CH:36]=[CH:37][C:32]=1[N:31]1[C:29](=[O:30])[NH:28][C:25]2[C:26]1=[N:27][C:48]([C:47]1[CH:50]=[CH:51][CH:52]=[C:45]([O:44][C:43]([F:42])([F:53])[F:54])[CH:46]=1)=[N:23][C:24]=2[C:40]([NH2:41])=[O:21].